Dataset: Peptide-MHC class I binding affinity with 185,985 pairs from IEDB/IMGT. Task: Regression. Given a peptide amino acid sequence and an MHC pseudo amino acid sequence, predict their binding affinity value. This is MHC class I binding data. (1) The peptide sequence is RTPTVAPPA. The MHC is HLA-A02:01 with pseudo-sequence HLA-A02:01. The binding affinity (normalized) is 0.325. (2) The peptide sequence is AIDMSHFIK. The MHC is Mamu-B8301 with pseudo-sequence Mamu-B8301. The binding affinity (normalized) is 0.717. (3) The peptide sequence is VNNLEEICQ. The MHC is HLA-A02:01 with pseudo-sequence HLA-A02:01. The binding affinity (normalized) is 0. (4) The peptide sequence is IVAMLLTHGA. The MHC is HLA-A02:03 with pseudo-sequence HLA-A02:03. The binding affinity (normalized) is 0.535. (5) The peptide sequence is WLSVIAFGK. The MHC is HLA-A02:03 with pseudo-sequence HLA-A02:03. The binding affinity (normalized) is 0.0847. (6) The binding affinity (normalized) is 0.213. The peptide sequence is MWHVTRGAF. The MHC is HLA-B45:06 with pseudo-sequence HLA-B45:06.